This data is from Peptide-MHC class I binding affinity with 185,985 pairs from IEDB/IMGT. The task is: Regression. Given a peptide amino acid sequence and an MHC pseudo amino acid sequence, predict their binding affinity value. This is MHC class I binding data. (1) The MHC is HLA-A02:01 with pseudo-sequence HLA-A02:01. The peptide sequence is ELDDLLVDL. The binding affinity (normalized) is 0.369. (2) The peptide sequence is RFLLQLVGI. The MHC is H-2-Kd with pseudo-sequence H-2-Kd. The binding affinity (normalized) is 0.0750.